Task: Predict the reaction yield, written as a fraction of the theoretical maximum amount of product (1.0 means a 100% yield; for example, 0.34 means a 34% yield).. Dataset: Reaction yield outcomes from USPTO patents with 853,638 reactions (1) The reactants are [OH:1][C:2]1[CH:3]=[CH:4][C:5]2[O:19][CH2:18][C:8]3(C4[C:11](=CC=CC=4)[NH:10][C:9]3=[O:17])[C:6]=2[CH:7]=1.[C:33]1(P([C:33]2[CH:38]=[CH:37][CH:36]=[CH:35][CH:34]=2)[C:33]2[CH:38]=[CH:37][CH:36]=[CH:35][CH:34]=2)[CH:38]=[CH:37][CH:36]=[CH:35][CH:34]=1.CO.N(C(OCC)=O)=N[C:43](OCC)=O. The catalyst is O1CCCC1. The product is [CH3:43][O:1][C:2]1[CH:3]=[CH:4][C:5]2[O:19][CH2:18][C:8]3([C:34]4[C:33](=[CH:38][CH:37]=[CH:36][CH:35]=4)[N:10]([CH3:11])[C:9]3=[O:17])[C:6]=2[CH:7]=1. The yield is 0.140. (2) The reactants are [C:1]([C:5]1[CH:10]=[CH:9][C:8]([C:11]2([OH:29])[CH2:28][CH:14]3[CH2:15][N:16](C(OCC4C=CC=CC=4)=O)[CH2:17][CH:13]3[CH2:12]2)=[CH:7][CH:6]=1)([CH3:4])([CH3:3])[CH3:2]. The catalyst is C(O)C.[Pd]. The product is [C:1]([C:5]1[CH:6]=[CH:7][C:8]([C:11]2([OH:29])[CH2:28][CH:14]3[CH2:15][NH:16][CH2:17][CH:13]3[CH2:12]2)=[CH:9][CH:10]=1)([CH3:4])([CH3:2])[CH3:3]. The yield is 0.970. (3) The reactants are [Cl:1][C:2]1[CH:7]=[CH:6][C:5]([NH:8][C:9]([CH:11]2[CH2:16][S:15][CH2:14][CH:13]([C:17]3[CH:22]=[CH:21][C:20]([O:23][CH3:24])=[C:19]([O:25][CH3:26])[CH:18]=3)[NH:12]2)=O)=[CH:4][C:3]=1[O:27][CH3:28]. The catalyst is C1(C)C=CC=CC=1. The product is [Cl:1][C:2]1[CH:7]=[CH:6][C:5]([NH:8][CH2:9][CH:11]2[CH2:16][S:15][CH2:14][CH:13]([C:17]3[CH:22]=[CH:21][C:20]([O:23][CH3:24])=[C:19]([O:25][CH3:26])[CH:18]=3)[NH:12]2)=[CH:4][C:3]=1[O:27][CH3:28]. The yield is 0.950. (4) The reactants are [C:1]([C:4]1[C:12]2[O:11][CH2:10][CH:9]([C:13]3[CH:18]=[CH:17][C:16]([CH:19]([CH3:21])[CH3:20])=[CH:15][CH:14]=3)[C:8]=2[C:7]([CH3:22])=[C:6]([NH:23][C:24](=[O:31])OCC(Cl)(Cl)Cl)[C:5]=1[CH3:32])(=[O:3])[CH3:2].[OH:33][CH2:34][CH2:35][NH2:36]. No catalyst specified. The product is [C:1]([C:4]1[C:12]2[O:11][CH2:10][CH:9]([C:13]3[CH:14]=[CH:15][C:16]([CH:19]([CH3:21])[CH3:20])=[CH:17][CH:18]=3)[C:8]=2[C:7]([CH3:22])=[C:6]([NH:23][C:24]([NH:36][CH2:35][CH2:34][OH:33])=[O:31])[C:5]=1[CH3:32])(=[O:3])[CH3:2]. The yield is 0.660. (5) The reactants are C(N(C(C)C)CC)(C)C.Cl.[CH3:11][NH:12][CH2:13][C:14]1[CH:22]=[CH:21][CH:20]=[C:19]2[C:15]=1[CH2:16][N:17]([CH:24]1[CH2:29][CH2:28][C:27](=[O:30])[NH:26][C:25]1=[O:31])[C:18]2=[O:23].[F:32][C:33]1[CH:34]=[C:35]([N:40]=[C:41]=[O:42])[CH:36]=[C:37]([F:39])[CH:38]=1. The catalyst is C(Cl)Cl. The product is [F:32][C:33]1[CH:34]=[C:35]([NH:40][C:41](=[O:42])[N:12]([CH2:13][C:14]2[CH:22]=[CH:21][CH:20]=[C:19]3[C:15]=2[CH2:16][N:17]([CH:24]2[CH2:29][CH2:28][C:27](=[O:30])[NH:26][C:25]2=[O:31])[C:18]3=[O:23])[CH3:11])[CH:36]=[C:37]([F:39])[CH:38]=1. The yield is 0.760. (6) The reactants are C([O-])([O-])=O.[Cs+].[Cs+].Cl[C:8]1[CH:9]=[CH:10][C:11]2[N:12]([C:14]([C:17]([O:19][CH2:20][CH3:21])=[O:18])=[CH:15][N:16]=2)[N:13]=1.[F:22][C:23]([F:34])([F:33])[C:24]1[CH:29]=[CH:28][CH:27]=[CH:26][C:25]=1B(O)O. The catalyst is C1C=CC([P]([Pd]([P](C2C=CC=CC=2)(C2C=CC=CC=2)C2C=CC=CC=2)([P](C2C=CC=CC=2)(C2C=CC=CC=2)C2C=CC=CC=2)[P](C2C=CC=CC=2)(C2C=CC=CC=2)C2C=CC=CC=2)(C2C=CC=CC=2)C2C=CC=CC=2)=CC=1.O1CCOCC1. The product is [F:22][C:23]([F:34])([F:33])[C:24]1[CH:29]=[CH:28][CH:27]=[CH:26][C:25]=1[C:8]1[CH:9]=[CH:10][C:11]2[N:12]([C:14]([C:17]([O:19][CH2:20][CH3:21])=[O:18])=[CH:15][N:16]=2)[N:13]=1. The yield is 0.580. (7) The reactants are [CH3:1][N:2]1[CH2:7][CH2:6][N:5]([C:8]2[CH:13]=[CH:12][C:11]([NH:14][C:15]3[N:16]=[C:17]([S:24][C:25]4[CH:26]=[C:27]([NH:31][C:32](=[O:38])OC(C)(C)C)[CH:28]=[CH:29][CH:30]=4)[C:18]4[S:23][CH:22]=[CH:21][C:19]=4[N:20]=3)=[CH:10][CH:9]=2)[CH2:4][CH2:3]1.Cl.[CH3:40][N:41]([CH3:48])[CH2:42]/[CH:43]=[CH:44]/C(O)=O.Cl.CN(C)CCCN=C=NCC. The catalyst is N1C=CC=CC=1.C(Cl)(Cl)Cl.CC(O)C. The product is [CH3:40][N:41]([CH3:48])[CH2:42]/[CH:43]=[CH:44]/[C:32]([NH:31][C:27]1[CH:28]=[CH:29][CH:30]=[C:25]([S:24][C:17]2[C:18]3[S:23][CH:22]=[CH:21][C:19]=3[N:20]=[C:15]([NH:14][C:11]3[CH:10]=[CH:9][C:8]([N:5]4[CH2:4][CH2:3][N:2]([CH3:1])[CH2:7][CH2:6]4)=[CH:13][CH:12]=3)[N:16]=2)[CH:26]=1)=[O:38]. The yield is 0.0400.